Task: Predict the reaction yield, written as a fraction of the theoretical maximum amount of product (1.0 means a 100% yield; for example, 0.34 means a 34% yield).. Dataset: Reaction yield outcomes from USPTO patents with 853,638 reactions The reactants are O[C@H:2]([CH2:22][CH3:23])[C@H:3]([NH:7][C:8]([O:10][CH2:11][CH2:12][CH2:13][CH2:14][CH2:15][C:16]1[CH:21]=[CH:20][CH:19]=[CH:18][CH:17]=1)=[O:9])[C:4]([OH:6])=[O:5].CCN(CC)CC.CN(C(ON1N=NC2C=CC=CC1=2)=[N+](C)C)C.[B-](F)(F)(F)F. The catalyst is C(Cl)Cl. The product is [C:16]1([CH2:15][CH2:14][CH2:13][CH2:12][CH2:11][O:10][C:8](=[O:9])[NH:7][C@H:3]2[C:4](=[O:6])[O:5][C@H:2]2[CH2:22][CH3:23])[CH:21]=[CH:20][CH:19]=[CH:18][CH:17]=1. The yield is 0.650.